Dataset: Catalyst prediction with 721,799 reactions and 888 catalyst types from USPTO. Task: Predict which catalyst facilitates the given reaction. (1) Reactant: [CH3:1][C:2]1[N:3]=[C:4]([C:10]2[CH:11]=[N:12][CH:13]=[CH:14][CH:15]=2)[S:5][C:6]=1[N+:7]([O-])=O.[Sn](Cl)Cl.C(OC)(C)(C)C.[Cl-].[Na+]. Product: [CH3:1][C:2]1[N:3]=[C:4]([C:10]2[CH:11]=[N:12][CH:13]=[CH:14][CH:15]=2)[S:5][C:6]=1[NH2:7]. The catalyst class is: 601. (2) Reactant: Br[C:2]1[CH:21]=[CH:20][C:5]([O:6][CH2:7][C@@H:8]2[CH2:12][CH2:11][CH2:10][N:9]2[C:13]([O:15][C:16]([CH3:19])([CH3:18])[CH3:17])=[O:14])=[C:4]([O:22][CH3:23])[CH:3]=1.[Cl:24][C:25]1[CH:33]=[C:32]2[C:28]([C:29]([C:34]([O:36][CH3:37])=[O:35])=[CH:30][NH:31]2)=[CH:27][C:26]=1B1[O:43][CH2:42][C:41]([CH3:45])([CH3:44])[CH2:40][O:39]1.C(O)C.C(=O)([O-])[O-].[K+].[K+]. Product: [C:16]([O:15][C:13]([N:9]1[CH2:10][CH2:11][CH2:12][C@H:8]1[CH2:7][O:6][C:5]1[CH:20]=[CH:21][C:2]([C:26]2[CH:27]=[C:28]3[C:32](=[CH:33][C:25]=2[Cl:24])[NH:31][CH:30]=[C:29]3[C:34]([O:36][CH3:37])=[O:35])=[CH:3][C:4]=1[O:22][CH3:23])=[O:14])([CH3:19])([CH3:18])[CH3:17].[OH:39][CH2:40][C:41]([CH3:45])([CH2:42][OH:43])[CH3:44]. The catalyst class is: 11.